Dataset: Catalyst prediction with 721,799 reactions and 888 catalyst types from USPTO. Task: Predict which catalyst facilitates the given reaction. (1) Reactant: [NH:1]1[C:9]2[C:4](=[CH:5][CH:6]=[CH:7][CH:8]=2)[CH:3]=[N:2]1.[OH-].[Na+].[I:12]I. Product: [I:12][C:3]1[C:4]2[C:9](=[CH:8][CH:7]=[CH:6][CH:5]=2)[NH:1][N:2]=1. The catalyst class is: 3. (2) Reactant: [OH:1][C:2]1[CH:9]=[CH:8][CH:7]=[CH:6][C:3]=1[CH:4]=[O:5].C([O-])([O-])=O.[K+].[K+].[CH3:16][O:17][C:18](=[O:22])[CH:19](Br)[CH3:20]. Product: [CH3:16][O:17][C:18](=[O:22])[CH:19]([O:1][C:2]1[CH:9]=[CH:8][CH:7]=[CH:6][C:3]=1[CH:4]=[O:5])[CH3:20]. The catalyst class is: 499. (3) Reactant: [Cl:1][C:2]1[CH:10]=[C:9]2[C:5]([C:6]([CH:11]=[O:12])=[CH:7][NH:8]2)=[CH:4][CH:3]=1.[H-].[Na+].[CH3:15][O:16][C:17]1[CH:22]=[CH:21][C:20]([S:23](Cl)(=[O:25])=[O:24])=[CH:19][C:18]=1[N:27]1[CH2:32][CH2:31][N:30]([C:33](=[O:38])[C:34]([Cl:37])([Cl:36])[Cl:35])[CH2:29][CH2:28]1. Product: [Cl:1][C:2]1[CH:10]=[C:9]2[C:5]([C:6]([CH:11]=[O:12])=[CH:7][N:8]2[S:23]([C:20]2[CH:21]=[CH:22][C:17]([O:16][CH3:15])=[C:18]([N:27]3[CH2:32][CH2:31][N:30]([C:33](=[O:38])[C:34]([Cl:37])([Cl:35])[Cl:36])[CH2:29][CH2:28]3)[CH:19]=2)(=[O:25])=[O:24])=[CH:4][CH:3]=1. The catalyst class is: 1. (4) Reactant: [N:1]1([CH2:7][CH2:8][CH2:9][C:10]([OH:12])=O)[CH2:6][CH2:5][O:4][CH2:3][CH2:2]1.CN(C(ON1N=NC2C=CC=NC1=2)=[N+](C)C)C.F[P-](F)(F)(F)(F)F.[NH:37]1[C:45]2[C:40](=[C:41]([C:46]3[CH:47]=[C:48]([NH2:55])[C:49]4[CH:50]=[N:51][NH:52][C:53]=4[CH:54]=3)[CH:42]=[CH:43][CH:44]=2)[CH:39]=[CH:38]1.CCN(C(C)C)C(C)C. Product: [NH:37]1[C:45]2[C:40](=[C:41]([C:46]3[CH:54]=[C:53]4[C:49]([CH:50]=[N:51][NH:52]4)=[C:48]([NH:55][C:10](=[O:12])[CH2:9][CH2:8][CH2:7][N:1]4[CH2:2][CH2:3][O:4][CH2:5][CH2:6]4)[CH:47]=3)[CH:42]=[CH:43][CH:44]=2)[CH:39]=[CH:38]1. The catalyst class is: 3.